Dataset: NCI-60 drug combinations with 297,098 pairs across 59 cell lines. Task: Regression. Given two drug SMILES strings and cell line genomic features, predict the synergy score measuring deviation from expected non-interaction effect. (1) Drug 1: CN(CC1=CN=C2C(=N1)C(=NC(=N2)N)N)C3=CC=C(C=C3)C(=O)NC(CCC(=O)O)C(=O)O. Drug 2: COCCOC1=C(C=C2C(=C1)C(=NC=N2)NC3=CC=CC(=C3)C#C)OCCOC.Cl. Cell line: MCF7. Synergy scores: CSS=9.93, Synergy_ZIP=-8.68, Synergy_Bliss=-5.38, Synergy_Loewe=-13.8, Synergy_HSA=-5.42. (2) Drug 1: C1CN(P(=O)(OC1)NCCCl)CCCl. Drug 2: C(CN)CNCCSP(=O)(O)O. Cell line: COLO 205. Synergy scores: CSS=0.853, Synergy_ZIP=-1.80, Synergy_Bliss=-5.40, Synergy_Loewe=-3.78, Synergy_HSA=-4.31.